This data is from Catalyst prediction with 721,799 reactions and 888 catalyst types from USPTO. The task is: Predict which catalyst facilitates the given reaction. (1) Reactant: CN([CH:4]=[C:5]1[CH2:14][C@@H:13]([C:15]2[CH:20]=[CH:19][CH:18]=[CH:17][C:16]=2[F:21])[C:12]2[C:7](=[CH:8][CH:9]=[CH:10][CH:11]=2)[C:6]1=O)C.Cl.[OH:24][CH2:25][CH2:26][C:27]1[CH:28]=[C:29]([NH:33][C:34]([NH2:36])=[NH:35])[CH:30]=[CH:31][CH:32]=1.[O-]CC.[Na+]. The catalyst class is: 8. Product: [F:21][C:16]1[CH:17]=[CH:18][CH:19]=[CH:20][C:15]=1[C@H:13]1[C:12]2[CH:11]=[CH:10][CH:9]=[CH:8][C:7]=2[C:6]2[N:36]=[C:34]([NH:33][C:29]3[CH:28]=[C:27]([CH2:26][CH2:25][OH:24])[CH:32]=[CH:31][CH:30]=3)[N:35]=[CH:4][C:5]=2[CH2:14]1. (2) Reactant: [NH2:1][C:2]([C@@H:4]1[CH2:9][C@H:8]([N:10]([C:15]([C:17]2[C:18]([NH:27][CH2:28][C:29]3[O:30][CH:31]=[CH:32][CH:33]=3)=[N:19][C:20]([C:23]([CH3:26])([CH3:25])[CH3:24])=[N:21][CH:22]=2)=[O:16])[CH2:11][CH:12]([CH3:14])[CH3:13])[CH2:7][N:6]([C:34]([O:36][C:37]([CH3:40])([CH3:39])[CH3:38])=[O:35])[CH2:5]1)=O.FC(F)(F)C(OC(=O)C(F)(F)F)=O. Product: [C:23]([C:20]1[N:19]=[C:18]([NH:27][CH2:28][C:29]2[O:30][CH:31]=[CH:32][CH:33]=2)[C:17]([C:15]([N:10]([CH2:11][CH:12]([CH3:14])[CH3:13])[C@H:8]2[CH2:9][C@@H:4]([C:2]#[N:1])[CH2:5][N:6]([C:34]([O:36][C:37]([CH3:40])([CH3:39])[CH3:38])=[O:35])[CH2:7]2)=[O:16])=[CH:22][N:21]=1)([CH3:26])([CH3:25])[CH3:24]. The catalyst class is: 17. (3) Reactant: CC1(C)C2C(=C(P(C3C=CC=CC=3)C3C=CC=CC=3)C=CC=2)OC2C(P(C3C=CC=CC=3)C3C=CC=CC=3)=CC=CC1=2.Br[C:44]1[CH:45]=[CH:46][C:47]([NH:52][C:53]2[C:58]([O:59][CH3:60])=[CH:57][C:56]([C:61]3[CH:66]=[CH:65][C:64]([Cl:67])=[C:63]([CH3:68])[CH:62]=3)=[C:55]([F:69])[CH:54]=2)=[C:48]([CH:51]=1)[CH:49]=[O:50].N#N.[C:72]1([CH2:78][SH:79])[CH:77]=[CH:76][CH:75]=[CH:74][CH:73]=1. Product: [CH2:78]([S:79][C:44]1[CH:45]=[CH:46][C:47]([NH:52][C:53]2[C:58]([O:59][CH3:60])=[CH:57][C:56]([C:61]3[CH:66]=[CH:65][C:64]([Cl:67])=[C:63]([CH3:68])[CH:62]=3)=[C:55]([F:69])[CH:54]=2)=[C:48]([CH:51]=1)[CH:49]=[O:50])[C:72]1[CH:77]=[CH:76][CH:75]=[CH:74][CH:73]=1. The catalyst class is: 102.